Dataset: Forward reaction prediction with 1.9M reactions from USPTO patents (1976-2016). Task: Predict the product of the given reaction. Given the reactants C[O:2][C:3](=[O:31])[CH:4]([C:16]1[CH:21]=[CH:20][CH:19]=[C:18]([CH2:22][NH:23]C(OC(C)(C)C)=O)[CH:17]=1)[CH2:5][P:6]([CH:11]([NH2:15])[CH:12]([CH3:14])[CH3:13])([O:8]CC)=[O:7].CCN(C(C)C)C(C)C.[C:41]1([S:47](Cl)(=[O:49])=[O:48])[CH:46]=[CH:45][CH:44]=[CH:43][CH:42]=1.C[Si](Br)(C)C, predict the reaction product. The product is: [NH2:23][CH2:22][C:18]1[CH:17]=[C:16]([CH:4]([CH2:5][P:6]([CH:11]([NH:15][S:47]([C:41]2[CH:46]=[CH:45][CH:44]=[CH:43][CH:42]=2)(=[O:49])=[O:48])[CH:12]([CH3:13])[CH3:14])([OH:8])=[O:7])[C:3]([OH:2])=[O:31])[CH:21]=[CH:20][CH:19]=1.